The task is: Predict the reactants needed to synthesize the given product.. This data is from Full USPTO retrosynthesis dataset with 1.9M reactions from patents (1976-2016). (1) Given the product [F:22][C:2]([F:1])([F:21])[C:3]([N:5]1[CH2:15][CH:14]2[CH2:16][CH:7]([C:8]3[CH:9]=[C:10]([NH2:18])[C:11]([OH:17])=[CH:12][C:13]=32)[CH2:6]1)=[O:4], predict the reactants needed to synthesize it. The reactants are: [F:1][C:2]([F:22])([F:21])[C:3]([N:5]1[CH2:15][CH:14]2[CH2:16][CH:7]([C:8]3[CH:9]=[C:10]([N+:18]([O-])=O)[C:11]([OH:17])=[CH:12][C:13]=32)[CH2:6]1)=[O:4]. (2) Given the product [NH2:1][C:2]1[CH:3]=[CH:4][C:5]([CH2:6][C@H:7]2[CH2:11][CH2:10][C@H:9]([C@H:12]([OH:19])[C:13]3[CH:18]=[CH:17][CH:16]=[CH:15][CH:14]=3)[N:8]2[C:20]([O:22][C:23]([CH3:25])([CH3:24])[CH3:26])=[O:21])=[CH:27][C:28]=1[Br:36], predict the reactants needed to synthesize it. The reactants are: [NH2:1][C:2]1[CH:28]=[CH:27][C:5]([CH2:6][C@H:7]2[CH2:11][CH2:10][C@H:9]([C@H:12]([OH:19])[C:13]3[CH:18]=[CH:17][CH:16]=[CH:15][CH:14]=3)[N:8]2[C:20]([O:22][C:23]([CH3:26])([CH3:25])[CH3:24])=[O:21])=[CH:4][CH:3]=1.C1C(=O)N([Br:36])C(=O)C1.